Task: Predict the product of the given reaction.. Dataset: Forward reaction prediction with 1.9M reactions from USPTO patents (1976-2016) Given the reactants [OH:1][C:2]1[CH:11]=[CH:10][C:9]2[O:8][C@:7]3([CH3:16])[CH2:12][CH2:13][CH2:14][O:15][C@H:6]3[C@:5]3([C:20](=[O:21])[N:19]([CH3:22])[C:18](/[N:23]=[CH:24]/[N:25]([CH3:27])[CH3:26])=[N:17]3)[C:4]=2[CH:3]=1.OC1C=CC2O[C@@]3(C)CCCO[C@H]3[C@]3(C(=O)N(C)C(/N=C/N(C)C)=N3)C=2C=1.C(N(CC)CC)C.[F:62][C:63]([F:82])([F:81])[S:64](N(C1C=CC=CC=1)[S:64]([C:63]([F:82])([F:81])[F:62])(=[O:66])=[O:65])(=[O:66])=[O:65], predict the reaction product. The product is: [F:62][C:63]([F:82])([F:81])[S:64]([O:1][C:2]1[CH:11]=[CH:10][C:9]2[O:8][C@:7]3([CH3:16])[CH2:12][CH2:13][CH2:14][O:15][C@H:6]3[C@:5]3([C:20](=[O:21])[N:19]([CH3:22])[C:18](/[N:23]=[CH:24]/[N:25]([CH3:26])[CH3:27])=[N:17]3)[C:4]=2[CH:3]=1)(=[O:66])=[O:65].